This data is from Forward reaction prediction with 1.9M reactions from USPTO patents (1976-2016). The task is: Predict the product of the given reaction. (1) Given the reactants [NH2:1][C:2]1[C:3]([C:18](O)=[O:19])=[N:4][C:5]([CH:8]2[CH2:17][CH2:16][C:11]3([O:15][CH2:14][CH2:13][O:12]3)[CH2:10][CH2:9]2)=[CH:6][CH:7]=1.[CH3:21][N:22](C=O)C.CCN(C(C)C)C(C)C.Cl.CN.CN(C(ON1N=NC2C=CC=CC1=2)=[N+](C)C)C.[B-](F)(F)(F)F, predict the reaction product. The product is: [NH2:1][C:2]1[C:3]([C:18]([NH:22][CH3:21])=[O:19])=[N:4][C:5]([CH:8]2[CH2:9][CH2:10][C:11]3([O:12][CH2:13][CH2:14][O:15]3)[CH2:16][CH2:17]2)=[CH:6][CH:7]=1. (2) Given the reactants [CH3:1][C:2]([C:4]1[CH:9]=[CH:8][C:7]([NH2:10])=[CH:6][CH:5]=1)=[O:3].C(N(CC)CC)C.Cl[C:19]([O:21][C:22]1[CH:27]=CC([N+]([O-])=O)=CC=1)=[O:20].[C:31](OCC)(=[O:34])[NH:32][NH2:33], predict the reaction product. The product is: [C:2]([C:4]1[CH:9]=[CH:8][C:7]([NH:10][C:31]([NH:32][NH:33][C:19]([O:21][CH2:22][CH3:27])=[O:20])=[O:34])=[CH:6][CH:5]=1)(=[O:3])[CH3:1]. (3) Given the reactants [Br:1][C:2]1[CH:8]=[C:7]([CH3:9])[CH:6]=[C:5]([N+:10]([O-:12])=[O:11])[C:3]=1N.N([O-])=O.[Na+].O, predict the reaction product. The product is: [Br:1][C:2]1[CH:8]=[C:7]([CH3:9])[CH:6]=[C:5]([N+:10]([O-:12])=[O:11])[CH:3]=1. (4) Given the reactants [OH:1][C:2]1[CH:7]=[CH:6][C:5]([C:8]2[N:13]=[C:12]([NH:14][C:15]3[CH:23]=[CH:22][C:18]([C:19]([OH:21])=O)=[CH:17][C:16]=3[O:24][CH3:25])[CH:11]=[N:10][CH:9]=2)=[CH:4][CH:3]=1.[CH2:26]([N:28]([CH2:31][CH3:32])[CH2:29][CH3:30])[CH3:27].C[N:34](C(ON1N=NC2C=CC=CC1=2)=[N+](C)C)C.[B-](F)(F)(F)F, predict the reaction product. The product is: [OH:1][C:2]1[CH:3]=[CH:4][C:5]([C:8]2[N:13]=[C:12]([NH:14][C:15]3[CH:23]=[CH:22][C:18]([C:19]([NH:34][CH2:27][CH2:26][N:28]4[CH2:31][CH2:32][CH2:30][CH2:29]4)=[O:21])=[CH:17][C:16]=3[O:24][CH3:25])[CH:11]=[N:10][CH:9]=2)=[CH:6][CH:7]=1. (5) Given the reactants [CH3:1][C:2]1[C:6]([C@H:7]([C:25]([O:27][C:28]([CH3:31])([CH3:30])[CH3:29])=[O:26])[C@@H:8]([CH2:19][CH2:20][C:21]([F:24])([F:23])[F:22])[C:9]([O:11]CC2C=CC=CC=2)=[O:10])=[CH:5][O:4][N:3]=1.[H][H], predict the reaction product. The product is: [C:28]([O:27][C:25](=[O:26])[C@H:7]([C@@H:8]([CH2:19][CH2:20][C:21]([F:24])([F:22])[F:23])[C:9]([OH:11])=[O:10])[C:6]1[C:2]([CH3:1])=[N:3][O:4][CH:5]=1)([CH3:31])([CH3:29])[CH3:30]. (6) Given the reactants [NH2:1][CH2:2][CH2:3][N:4]1[C:8]2=[N:9][C:10]([N:13]([CH2:19][CH2:20][CH:21]([CH3:23])[CH3:22])[CH2:14][CH2:15][CH:16]([CH3:18])[CH3:17])=[CH:11][CH:12]=[C:7]2[N:6]=[C:5]1[NH:24][C:25]1[CH:30]=[C:29]([O:31][CH3:32])[C:28]([O:33][CH3:34])=[C:27]([O:35][CH3:36])[CH:26]=1.[CH:37](=O)[C:38]1[CH:43]=[CH:42][C:41]([O:44][CH3:45])=[CH:40][CH:39]=1.C(O[BH-](OC(=O)C)OC(=O)C)(=O)C.[Na+].C(=O)([O-])O.[Na+], predict the reaction product. The product is: [CH3:45][O:44][C:41]1[CH:42]=[CH:43][C:38]([CH2:37][NH:1][CH2:2][CH2:3][N:4]2[C:8]3=[N:9][C:10]([N:13]([CH2:14][CH2:15][CH:16]([CH3:18])[CH3:17])[CH2:19][CH2:20][CH:21]([CH3:22])[CH3:23])=[CH:11][CH:12]=[C:7]3[N:6]=[C:5]2[NH:24][C:25]2[CH:30]=[C:29]([O:31][CH3:32])[C:28]([O:33][CH3:34])=[C:27]([O:35][CH3:36])[CH:26]=2)=[CH:39][CH:40]=1. (7) Given the reactants [OH:1][C@@H:2]([CH3:35])[CH2:3][O:4][NH:5][C:6]([C:8]1[C:9]([NH:26][C:27]2[CH:32]=[CH:31][C:30]([I:33])=[CH:29][C:28]=2[F:34])=[C:10]2[CH:16]=[N:15][N:14](CC3C=CC(OC)=CC=3)[C:11]2=[N:12][CH:13]=1)=[O:7], predict the reaction product. The product is: [OH:1][C@@H:2]([CH3:35])[CH2:3][O:4][NH:5][C:6]([C:8]1[C:9]([NH:26][C:27]2[CH:32]=[CH:31][C:30]([I:33])=[CH:29][C:28]=2[F:34])=[C:10]2[CH:16]=[N:15][NH:14][C:11]2=[N:12][CH:13]=1)=[O:7].